This data is from Plasma protein binding rate (PPBR) regression data from AstraZeneca. The task is: Regression/Classification. Given a drug SMILES string, predict its absorption, distribution, metabolism, or excretion properties. Task type varies by dataset: regression for continuous measurements (e.g., permeability, clearance, half-life) or binary classification for categorical outcomes (e.g., BBB penetration, CYP inhibition). For this dataset (ppbr_az), we predict Y. (1) The compound is COCCNC(=O)c1ccc(Nc2ncc3cc(-c4ccncc4C)ccc3n2)cc1. The Y is 98.6 %. (2) The molecule is CC(=O)NC(C)c1ccc(Nc2ncc3cc(-c4ccncc4)ccc3n2)cc1. The Y is 98.7 %.